From a dataset of Full USPTO retrosynthesis dataset with 1.9M reactions from patents (1976-2016). Predict the reactants needed to synthesize the given product. (1) Given the product [O:40]=[S:2]1(=[O:1])[CH2:7][CH2:6][N:5]([CH2:8][C:9]2[CH:10]=[CH:11][C:12]([NH:15][C:16]([C:17]3[CH:18]=[CH:19][C:20]([C:23]4[CH:24]=[CH:25][C:26]([C:29]5[NH:33][C:32]([C@@H:34]6[CH2:38][CH2:37][CH2:36][N:35]6[C:80]([C@@H:79]([NH:78][C:76](=[O:77])[O:75][CH3:74])[CH:83]([CH3:85])[CH3:84])=[O:81])=[N:31][CH:30]=5)=[CH:27][CH:28]=4)=[CH:21][CH:22]=3)=[O:39])=[CH:13][CH:14]=2)[CH2:4][CH2:3]1, predict the reactants needed to synthesize it. The reactants are: [O:1]=[S:2]1(=[O:40])[CH2:7][CH2:6][N:5]([CH2:8][C:9]2[CH:14]=[CH:13][C:12]([NH:15][C:16](=[O:39])[C:17]3[CH:22]=[CH:21][C:20]([C:23]4[CH:28]=[CH:27][C:26]([C:29]5[NH:33][C:32]([C@@H:34]6[CH2:38][CH2:37][CH2:36][NH:35]6)=[N:31][CH:30]=5)=[CH:25][CH:24]=4)=[CH:19][CH:18]=3)=[CH:11][CH:10]=2)[CH2:4][CH2:3]1.CN(C(ON1N=NC2C=CC=NC1=2)=[N+](C)C)C.F[P-](F)(F)(F)(F)F.CCN(C(C)C)C(C)C.[CH3:74][O:75][C:76]([NH:78][C@@H:79]([CH:83]([CH3:85])[CH3:84])[C:80](O)=[O:81])=[O:77]. (2) The reactants are: Cl[C:2]1[CH:7]=[C:6]([N:8]2[CH2:13][CH2:12][N:11]([C:14]3[CH:19]=[CH:18][CH:17]=[CH:16][N:15]=3)[CH2:10][CH2:9]2)[N:5]=[C:4]([N:20]2[CH2:25][CH2:24][O:23][CH2:22][CH2:21]2)[N:3]=1.[F:26][C:27]1[CH:33]=[CH:32][C:30]([NH2:31])=[CH:29][CH:28]=1.CC(C)([O-])C.[K+].C1(P(C2CCCCC2)C2C=CC=CC=2C2C=CC=CC=2)CCCCC1. Given the product [F:26][C:27]1[CH:33]=[CH:32][C:30]([NH:31][C:2]2[CH:7]=[C:6]([N:8]3[CH2:13][CH2:12][N:11]([C:14]4[CH:19]=[CH:18][CH:17]=[CH:16][N:15]=4)[CH2:10][CH2:9]3)[N:5]=[C:4]([N:20]3[CH2:25][CH2:24][O:23][CH2:22][CH2:21]3)[N:3]=2)=[CH:29][CH:28]=1, predict the reactants needed to synthesize it.